Dataset: Full USPTO retrosynthesis dataset with 1.9M reactions from patents (1976-2016). Task: Predict the reactants needed to synthesize the given product. (1) Given the product [Cl:1][CH2:2][CH2:3][CH2:4][S:5]([O:8][CH2:9][C:10]([CH3:25])([CH3:26])[C@@H:11]([O:15][CH2:16][C:17]1[CH:18]=[CH:19][CH:20]=[CH:21][CH:22]=1)[C:12]([O:14][CH2:35][CH2:34][O:33][C:31]([O:30][CH:28]([CH3:29])[CH3:27])=[O:32])=[O:13])(=[O:6])=[O:7], predict the reactants needed to synthesize it. The reactants are: [Cl:1][CH2:2][CH2:3][CH2:4][S:5]([O:8][CH2:9][C:10]([CH3:26])([CH3:25])[C@@H:11]([O:15][CH2:16][C:17]1[CH:22]=[CH:21][C:20](OC)=[CH:19][CH:18]=1)[C:12]([OH:14])=[O:13])(=[O:7])=[O:6].[CH3:27][CH:28]([O:30][C:31]([O:33][CH:34](Cl)[CH3:35])=[O:32])[CH3:29]. (2) The reactants are: C([O:5][C:6](=[O:23])[C:7]1[CH:12]=[C:11]([F:13])[C:10]([Cl:14])=[CH:9][C:8]=1[NH:15][C:16]([O:18]C(C)(C)C)=O)(C)(C)C.[O:24]([C:31]1[CH:39]=[CH:38][C:34](C(Cl)=O)=[CH:33][CH:32]=1)[C:25]1[CH:30]=[CH:29][CH:28]=[CH:27][CH:26]=1.C(N(CC)CC)C. Given the product [Cl:14][C:10]1[C:11]([F:13])=[CH:12][C:7]([C:6]([OH:5])=[O:23])=[C:8]([NH:15][C:16](=[O:18])[C:34]2[CH:38]=[CH:39][C:31]([O:24][C:25]3[CH:30]=[CH:29][CH:28]=[CH:27][CH:26]=3)=[CH:32][CH:33]=2)[CH:9]=1, predict the reactants needed to synthesize it. (3) Given the product [Br:1][C:2]1[CH:7]=[CH:6][C:5]([S:8]([N:12]2[CH2:17][CH2:16][CH:15]([CH2:18][CH2:19][OH:20])[CH2:14][CH2:13]2)(=[O:10])=[O:9])=[CH:4][CH:3]=1, predict the reactants needed to synthesize it. The reactants are: [Br:1][C:2]1[CH:7]=[CH:6][C:5]([S:8](Cl)(=[O:10])=[O:9])=[CH:4][CH:3]=1.[NH:12]1[CH2:17][CH2:16][CH:15]([CH2:18][CH2:19][OH:20])[CH2:14][CH2:13]1. (4) Given the product [CH3:20][C:18]([O:21][C:22]1[CH:27]=[CH:26][C:25]([O:28][C:29]2[CH:30]=[C:31]([CH2:36][NH:37][C:7](=[O:9])[C:6]3[CH:5]=[CH:4][C:3]([C:2]([F:1])([F:13])[F:12])=[CH:11][CH:10]=3)[CH:32]=[C:33]([CH3:35])[CH:34]=2)=[CH:24][C:23]=1[CH3:38])([CH3:19])[C:17]([OH:39])=[O:16], predict the reactants needed to synthesize it. The reactants are: [F:1][C:2]([F:13])([F:12])[C:3]1[CH:11]=[CH:10][C:6]([C:7]([OH:9])=O)=[CH:5][CH:4]=1.C([O:16][C:17](=[O:39])[C:18]([O:21][C:22]1[CH:27]=[CH:26][C:25]([O:28][C:29]2[CH:34]=[C:33]([CH3:35])[CH:32]=[C:31]([CH2:36][NH2:37])[CH:30]=2)=[CH:24][C:23]=1[CH3:38])([CH3:20])[CH3:19])C. (5) The reactants are: [OH:1][CH:2]1[CH:7]([C:8]2[CH:13]=[CH:12][C:11]([OH:14])=[CH:10][CH:9]=2)[CH:6]([CH2:15][OH:16])[CH2:5][N:4]([C:17]([O:19][C:20]([CH3:23])([CH3:22])[CH3:21])=[O:18])[CH2:3]1.Br[CH2:25][CH2:26][CH2:27][O:28][CH2:29][C:30]1[CH:35]=[CH:34][CH:33]=[CH:32][CH:31]=1.C(=O)([O-])[O-].[K+].[K+]. Given the product [CH2:29]([O:28][CH2:27][CH2:26][CH2:25][O:14][C:11]1[CH:10]=[CH:9][C:8]([CH:7]2[CH:6]([CH2:15][OH:16])[CH2:5][N:4]([C:17]([O:19][C:20]([CH3:23])([CH3:22])[CH3:21])=[O:18])[CH2:3][CH:2]2[OH:1])=[CH:13][CH:12]=1)[C:30]1[CH:35]=[CH:34][CH:33]=[CH:32][CH:31]=1, predict the reactants needed to synthesize it. (6) Given the product [NH:9]=[C:8]1[N:13]=[CH:14][C:5]2[C:6](=[CH:1][CH:2]=[CH:3][CH:4]=2)[NH:7]1, predict the reactants needed to synthesize it. The reactants are: [CH:1]1[C:6]2[N:7]=[C:8]3[N:13]([CH2:14][C:5]=2[C:4](Cl)=[C:3](Cl)[CH:2]=1)CC(=O)[NH:9]3.O.Cl.C(N(CC1C(N)=CC=C(Cl)C=1Cl)CC(O)=O)C.N#CBr. (7) Given the product [CH3:43][C:42]1[CH:44]=[CH:45][C:39]([S:36]([O:1][CH2:2][CH2:3][N:4]2[CH2:8][C:7](=[O:9])[N:6]([CH2:10][CH2:11][CH2:12][CH2:13][N:14]3[CH2:19][CH2:18][N:17]([C:20]4[CH:25]=[CH:24][CH:23]=[CH:22][C:21]=4[O:26][CH3:27])[CH2:16][CH2:15]3)[C:5]2=[O:28])(=[O:38])=[O:37])=[CH:40][CH:41]=1, predict the reactants needed to synthesize it. The reactants are: [OH:1][CH2:2][CH2:3][N:4]1[CH2:8][C:7](=[O:9])[N:6]([CH2:10][CH2:11][CH2:12][CH2:13][N:14]2[CH2:19][CH2:18][N:17]([C:20]3[CH:25]=[CH:24][CH:23]=[CH:22][C:21]=3[O:26][CH3:27])[CH2:16][CH2:15]2)[C:5]1=[O:28].C(N(CC)CC)C.[S:36](Cl)([C:39]1[CH:45]=[CH:44][C:42]([CH3:43])=[CH:41][CH:40]=1)(=[O:38])=[O:37]. (8) Given the product [F:23][CH:2]1[CH2:6][CH2:5][CH:4]([C:7]([O:9][CH2:10][C:11]2[CH:16]=[CH:15][CH:14]=[CH:13][CH:12]=2)=[O:8])[CH2:3]1, predict the reactants needed to synthesize it. The reactants are: O[CH:2]1[CH2:6][CH2:5][CH:4]([C:7]([O:9][CH2:10][C:11]2[CH:16]=[CH:15][CH:14]=[CH:13][CH:12]=2)=[O:8])[CH2:3]1.CCN(S(F)(F)[F:23])CC. (9) Given the product [OH:4][C:5]1[C:13]2[S:12][C:11]([CH3:14])=[CH:10][C:9]=2[CH:8]=[C:7]([C:15]([O:17][CH2:18][CH3:19])=[O:16])[CH:6]=1, predict the reactants needed to synthesize it. The reactants are: C([O:4][C:5]1[C:13]2[S:12][C:11]([CH3:14])=[CH:10][C:9]=2[CH:8]=[C:7]([C:15]([O:17][CH2:18][CH3:19])=[O:16])[CH:6]=1)(=O)C.C(=O)([O-])[O-].[K+].[K+]. (10) Given the product [Cl:6][C:7]1[CH:8]=[CH:9][C:10]([N:13]=[C:14]2[CH2:15][CH2:16][CH2:17][C:18](=[C:19]([CH3:20])[CH3:21])[S:22]2)=[CH:11][CH:12]=1, predict the reactants needed to synthesize it. The reactants are: O1CCCC1.[Cl:6][C:7]1[CH:12]=[CH:11][C:10]([NH:13][C:14](=[S:22])[CH2:15][CH2:16][CH2:17][CH:18]=[C:19]([CH3:21])[CH3:20])=[CH:9][CH:8]=1.II.C1(C2CCCCCCCCCC=2)CCCCCCCCNN=1.